This data is from Full USPTO retrosynthesis dataset with 1.9M reactions from patents (1976-2016). The task is: Predict the reactants needed to synthesize the given product. Given the product [C:22]([O:26][C:27]([NH:29][CH2:30][CH2:31][O:20][C:17]1[CH:16]=[CH:15][C:14]([CH2:13]/[C:4](=[C:5](\[CH:10]([CH3:11])[CH3:12])/[C:6]([O:8][CH3:9])=[O:7])/[C:3]([O:2][CH3:1])=[O:21])=[CH:19][CH:18]=1)=[O:28])([CH3:25])([CH3:24])[CH3:23], predict the reactants needed to synthesize it. The reactants are: [CH3:1][O:2][C:3](=[O:21])/[C:4](/[CH2:13][C:14]1[CH:19]=[CH:18][C:17]([OH:20])=[CH:16][CH:15]=1)=[C:5](/[CH:10]([CH3:12])[CH3:11])\[C:6]([O:8][CH3:9])=[O:7].[C:22]([O:26][C:27]([NH:29][CH2:30][CH2:31]O)=[O:28])([CH3:25])([CH3:24])[CH3:23].C(P(CCCC)CCCC)CCC.N(C(N1CCCCC1)=O)=NC(N1CCCCC1)=O.